This data is from Peptide-MHC class I binding affinity with 185,985 pairs from IEDB/IMGT. The task is: Regression. Given a peptide amino acid sequence and an MHC pseudo amino acid sequence, predict their binding affinity value. This is MHC class I binding data. (1) The peptide sequence is RPTPTGTVM. The MHC is HLA-B35:01 with pseudo-sequence HLA-B35:01. The binding affinity (normalized) is 0.328. (2) The peptide sequence is ETWALRHPGF. The MHC is HLA-A30:01 with pseudo-sequence HLA-A30:01. The binding affinity (normalized) is 0.302. (3) The peptide sequence is TPSGKRLQI. The MHC is HLA-B46:01 with pseudo-sequence HLA-B46:01. The binding affinity (normalized) is 0.0847.